Dataset: Catalyst prediction with 721,799 reactions and 888 catalyst types from USPTO. Task: Predict which catalyst facilitates the given reaction. (1) Reactant: [CH3:1][O:2][C:3]1[CH:8]=[CH:7][C:6]([N+:9]([O-:11])=[O:10])=[CH:5][C:4]=1[OH:12].C([O-])([O-])=O.[K+].[K+].[CH2:19](Cl)[C:20]#[CH:21].O. Product: [CH3:1][O:2][C:3]1[CH:8]=[CH:7][C:6]([N+:9]([O-:11])=[O:10])=[CH:5][C:4]=1[O:12][CH2:21][C:20]#[CH:19]. The catalyst class is: 21. (2) Reactant: [C:1]([N:5]1[CH:17]=[C:16]2[C:7]([C:8](=[O:18])[NH:9][C:10]3[CH:11]=[CH:12][CH:13]=[CH:14][C:15]=32)=[N:6]1)([CH3:4])([CH3:3])[CH3:2].CN(C)[CH2:21][CH2:22]N(C)C.C([Li])CCC.C(I)C. Product: [C:1]([N:5]1[C:17]([CH2:21][CH3:22])=[C:16]2[C:7]([C:8](=[O:18])[NH:9][C:10]3[CH:11]=[CH:12][CH:13]=[CH:14][C:15]=32)=[N:6]1)([CH3:4])([CH3:2])[CH3:3]. The catalyst class is: 476. (3) The catalyst class is: 532. Product: [CH2:19]([N:16]1[CH2:15][CH2:14][CH:13]([O:12][C:10]2[C:9]3[C:4](=[CH:5][CH:6]=[CH:7][CH:8]=3)[N:3]=[C:2]([CH3:1])[N:11]=2)[CH2:18][CH2:17]1)[C:42]1[CH:47]=[CH:46][CH:45]=[CH:44][CH:43]=1. Reactant: [CH3:1][C:2]1[N:11]=[C:10]([O:12][CH:13]2[CH2:18][CH2:17][N:16]([C:19](OCC=C)=O)[CH2:15][CH2:14]2)[C:9]2[C:4](=[CH:5][CH:6]=[CH:7][CH:8]=2)[N:3]=1.N1CCOCC1.CCN(C(C)C)C(C)C.BrC[C:42]1[CH:47]=[CH:46][CH:45]=[CH:44][CH:43]=1. (4) The catalyst class is: 9. Reactant: [CH3:1][O:2][C:3]1[CH:4]=[C:5]([O:21][C:22]2[CH:27]=[CH:26][C:25]([S:28]([CH3:31])(=[O:30])=[O:29])=[CH:24][CH:23]=2)[CH:6]=[C:7]2[C:11]=1[NH:10][C:9]([C:12]1[S:13][CH:14]([CH2:17][C:18]([OH:20])=O)[CH2:15][N:16]=1)=[CH:8]2.[NH4+].O[N:34]1C2C=CC=CC=2N=N1.Cl.C(N=C=NCCCN(C)C)C. Product: [CH3:1][O:2][C:3]1[CH:4]=[C:5]([O:21][C:22]2[CH:23]=[CH:24][C:25]([S:28]([CH3:31])(=[O:29])=[O:30])=[CH:26][CH:27]=2)[CH:6]=[C:7]2[C:11]=1[NH:10][C:9]([C:12]1[S:13][CH:14]([CH2:17][C:18]([NH2:34])=[O:20])[CH2:15][N:16]=1)=[CH:8]2.